From a dataset of Forward reaction prediction with 1.9M reactions from USPTO patents (1976-2016). Predict the product of the given reaction. (1) Given the reactants Cl.[CH2:2]1[CH2:6][O:5][C:4]2[CH:7]=[CH:8][C:9]3[CH2:10][CH2:11][C@@H:12]([CH2:14][CH2:15][NH2:16])[C:13]=3[C:3]1=2.[OH-].[Na+].[C:19](OC(=O)C)(=[O:21])[CH3:20].O, predict the reaction product. The product is: [CH2:2]1[CH2:6][O:5][C:4]2[CH:7]=[CH:8][C:9]3[CH2:10][CH2:11][C@@H:12]([CH2:14][CH2:15][NH:16][C:19](=[O:21])[CH3:20])[C:13]=3[C:3]1=2. (2) Given the reactants [Cl:1][C:2]1[C:3]2[CH:23]=[CH:22][C:21]([O:24]C)=[CH:20][C:4]=2[S:5][C:6]=1[CH2:7][CH:8]1[CH2:12][CH2:11][N:10]([CH:13]2[CH2:18][CH2:17][CH2:16][CH2:15][CH2:14]2)[C:9]1=[O:19].CC(=C)C.B(Br)(Br)Br, predict the reaction product. The product is: [Cl:1][C:2]1[C:3]2[CH:23]=[CH:22][C:21]([OH:24])=[CH:20][C:4]=2[S:5][C:6]=1[CH2:7][CH:8]1[CH2:12][CH2:11][N:10]([CH:13]2[CH2:14][CH2:15][CH2:16][CH2:17][CH2:18]2)[C:9]1=[O:19].